Dataset: Drug-target binding data from BindingDB using IC50 measurements. Task: Regression. Given a target protein amino acid sequence and a drug SMILES string, predict the binding affinity score between them. We predict pIC50 (pIC50 = -log10(IC50 in M); higher means more potent). Dataset: bindingdb_ic50. (1) The drug is Cc1oc(-c2cccc([N+](=O)[O-])c2)nc1C(=O)N(CC(=O)O)Cc1ccccn1. The target protein (P0A9J6) has sequence MQNAGSLVVLGSINADHILNLQSFPTPGETVTGNHYQVAFGGKGANQAVAAGRSGANIAFIACTGDDSIGESVRQQLATDNIDITPVSVIKGESTGVALIFVNGEGENVIGIHAGANAALSPALVEAQRERIANASALLMQLESPLESVMAAAKIAHQNKTIVALNPAPARELPDELLALVDIITPNETEAEKLTGIRVENDEDAAKAAQVLHEKGIRTVLITLGSRGVWASVNGEGQRVPGFRVQAVDTIAAGDTFNGALITALLEEKPLPEAIRFAHAAAAIAVTRKGAQPSVPWREEIDAFLDRQR. The pIC50 is 3.5. (2) The compound is O=C1c2cc(CO)cc(O)c2C(=O)c2c1ccc(C1(C3O[C@H](CO)[C@@H](O)[C@H](O)[C@H]3O)c3cccc(O)c3C(=O)c3c(O)cc(CO)cc31)c2O. The target protein (P11884) has sequence MLRAALSTARRGPRLSRLLSAAATSAVPAPNQQPEVFCNQIFINNEWHDAVSKKTFPTVNPSTGEVICQVAEGNKEDVDKAVKAAQAAFQLGSPWRRMDASDRGRLLYRLADLIERDRTYLAALETLDNGKPYVISYLVDLDMVLKCLRYYAGWADKYHGKTIPIDGDFFSYTRHEPVGVCGQIIPWNFPLLMQAWKLGPALATGNVVVMKVAEQTPLTALYVANLIKEAGFPPGVVNIVPGFGPTAGAAIASHEDVDKVAFTGSTEVGHLIQVAAGSSNLKRVTLELGGKSPNIIMSDADMDWAVEQAHFALFFNQGQCCCAGSRTFVQEDVYDEFVERSVARAKSRVVGNPFDSRTEQGPQVDETQFKKILGYIKSGQQEGAKLLCGGGAAADRGYFIQPTVFGDVKDGMTIAKEEIFGPVMQILKFKTIEEVVGRANNSKYGLAAAVFTKDLDKANYLSQALQAGTVWINCYDVFGAQSPFGGYKMSGSGRELGEYG.... The pIC50 is 6.1. (3) The small molecule is C=CC(=O)NCCCC[C@H](NC(=O)OCc1ccccc1)C(=O)NCC(=O)OC(C)(C)C. The target protein (P21981) has sequence MAEELLLERCDLEIQANGRDHHTADLCQEKLVLRRGQRFRLTLYFEGRGYEASVDSLTFGAVTGPDPSEEAGTKARFSLSDNVEEGSWSASVLDQQDNVLSLQLCTPANAPIGLYRLSLEASTGYQGSSFVLGHFILLYNAWCPADDVYLDSEEERREYVLTQQGFIYQGSVKFIKSVPWNFGQFEDGILDTCLMLLDMNPKFLKNRSRDCSRRSSPIYVGRVVSAMVNCNDDQGVLLGRWDNNYGDGISPMAWIGSVDILRRWKEHGCQQVKYGQCWVFAAVACTVLRCLGIPTRVVTNYNSAHDQNSNLLIEYFRNEFGELESNKSEMIWNFHCWVESWMTRPDLQPGYEGWQAIDPTPQEKSEGTYCCGPVSVRAIKEGDLSTKYDAPFVFAEVNADVVDWIRQEDGSVLKSINRSLVVGQKISTKSVGRDDREDITHTYKYPEGSPEEREVFTKANHLNKLAEKEETGVAMRIRVGDSMSMGNDFDVFAHIGNDTS.... The pIC50 is 5.2.